From a dataset of Reaction yield outcomes from USPTO patents with 853,638 reactions. Predict the reaction yield, written as a fraction of the theoretical maximum amount of product (1.0 means a 100% yield; for example, 0.34 means a 34% yield). (1) The reactants are [CH2:1]([O:8][C:9]1[CH:14]=[CH:13][C:12](Br)=[CH:11][CH:10]=1)[C:2]1[CH:7]=[CH:6][CH:5]=[CH:4][CH:3]=1.CC1(C)C(C)(C)OB([C:24]2[CH2:29][CH2:28][N:27]([C:30]([O:32][C:33]([CH3:36])([CH3:35])[CH3:34])=[O:31])[CH2:26][CH:25]=2)O1.O.C(=O)([O-])[O-].[Na+].[Na+]. The catalyst is C(#N)C.C1C=CC([P]([Pd]([P](C2C=CC=CC=2)(C2C=CC=CC=2)C2C=CC=CC=2)([P](C2C=CC=CC=2)(C2C=CC=CC=2)C2C=CC=CC=2)[P](C2C=CC=CC=2)(C2C=CC=CC=2)C2C=CC=CC=2)(C2C=CC=CC=2)C2C=CC=CC=2)=CC=1. The product is [CH2:1]([O:8][C:9]1[CH:14]=[CH:13][C:12]([C:24]2[CH2:29][CH2:28][N:27]([C:30]([O:32][C:33]([CH3:36])([CH3:35])[CH3:34])=[O:31])[CH2:26][CH:25]=2)=[CH:11][CH:10]=1)[C:2]1[CH:7]=[CH:6][CH:5]=[CH:4][CH:3]=1. The yield is 0.880. (2) The reactants are [F:1][C:2]1[CH:7]=[CH:6][C:5]([N:8]2[C:16]3[C:11](=[CH:12][C:13]([CH:17]([C:19]4[CH:24]=[CH:23][CH:22]=[CH:21][CH:20]=4)O)=[CH:14][CH:15]=3)[CH:10]=[N:9]2)=[CH:4][CH:3]=1.[CH3:25][O:26][C:27]([O:31][Si](C)(C)C)=[CH:28][CH2:29][CH3:30]. The catalyst is C(Cl)Cl.Cl[Ti](Cl)(Cl)Cl. The product is [F:1][C:2]1[CH:7]=[CH:6][C:5]([N:8]2[C:16]3[C:11](=[CH:12][C:13]([CH:17]([C:19]4[CH:24]=[CH:23][CH:22]=[CH:21][CH:20]=4)[CH:28]([CH2:29][CH3:30])[C:27]([O:26][CH3:25])=[O:31])=[CH:14][CH:15]=3)[CH:10]=[N:9]2)=[CH:4][CH:3]=1. The yield is 0.630. (3) The reactants are [CH3:1][O:2][C:3](=[O:34])[NH:4][CH:5]([C:9]([N:11]1[CH:17]([C:18]2[NH:19][C:20]([C:23]3[CH:32]=[CH:31][C:30]4[C:25](=[CH:26][CH:27]=[C:28](Br)[CH:29]=4)[CH:24]=3)=[CH:21][N:22]=2)[CH2:16][C:13]2([CH2:15][CH2:14]2)[CH2:12]1)=[O:10])[CH:6]([CH3:8])[CH3:7].[C:35]([O:39][C:40]([N:42]1[CH:47]([C:48]2[NH:49][C:50]([C:53]3[CH:58]=[CH:57][C:56](B4OC(C)(C)C(C)(C)O4)=[CH:55][CH:54]=3)=[CH:51][N:52]=2)[CH:46]2[CH2:68][CH:43]1[CH2:44][CH2:45]2)=[O:41])([CH3:38])([CH3:37])[CH3:36].C([O-])(O)=O.[Na+].N#N. The catalyst is COCCOC.C1C=CC([P]([Pd]([P](C2C=CC=CC=2)(C2C=CC=CC=2)C2C=CC=CC=2)([P](C2C=CC=CC=2)(C2C=CC=CC=2)C2C=CC=CC=2)[P](C2C=CC=CC=2)(C2C=CC=CC=2)C2C=CC=CC=2)(C2C=CC=CC=2)C2C=CC=CC=2)=CC=1. The product is [C:35]([O:39][C:40]([N:42]1[CH:47]([C:48]2[NH:49][C:50]([C:53]3[CH:58]=[CH:57][C:56]([C:28]4[CH:27]=[CH:26][C:25]5[C:30](=[CH:31][CH:32]=[C:23]([C:20]6[NH:19][C:18]([CH:17]7[CH2:16][C:13]8([CH2:15][CH2:14]8)[CH2:12][N:11]7[C:9](=[O:10])[CH:5]([NH:4][C:3]([O:2][CH3:1])=[O:34])[CH:6]([CH3:8])[CH3:7])=[N:22][CH:21]=6)[CH:24]=5)[CH:29]=4)=[CH:55][CH:54]=3)=[CH:51][N:52]=2)[CH:46]2[CH2:68][CH:43]1[CH2:44][CH2:45]2)=[O:41])([CH3:38])([CH3:36])[CH3:37]. The yield is 0.560.